From a dataset of Catalyst prediction with 721,799 reactions and 888 catalyst types from USPTO. Predict which catalyst facilitates the given reaction. (1) Reactant: [CH3:1][O:2][C:3]1[CH:8]=[C:7]([O:9][CH3:10])[CH:6]=[CH:5][C:4]=1[C:11]1[N:12]=[C:13]([NH2:16])[S:14][CH:15]=1.[H-].[Na+].[CH2:19]([O:26][C:27]([C:44]([F:47])([F:46])[F:45])([CH2:31][C:32]([C:35]1[CH:40]=[C:39]([F:41])[CH:38]=[CH:37][C:36]=1[O:42][CH3:43])([CH3:34])[CH3:33])[C:28](Cl)=[O:29])[C:20]1[CH:25]=[CH:24][CH:23]=[CH:22][CH:21]=1. Product: [CH3:1][O:2][C:3]1[CH:8]=[C:7]([O:9][CH3:10])[CH:6]=[CH:5][C:4]=1[C:11]1[N:12]=[C:13]([NH:16][C:28](=[O:29])[C:27]([O:26][CH2:19][C:20]2[CH:25]=[CH:24][CH:23]=[CH:22][CH:21]=2)([C:44]([F:45])([F:46])[F:47])[CH2:31][C:32]([C:35]2[CH:40]=[C:39]([F:41])[CH:38]=[CH:37][C:36]=2[O:42][CH3:43])([CH3:34])[CH3:33])[S:14][CH:15]=1. The catalyst class is: 266. (2) Reactant: [OH:1][C@H:2]([CH2:18][O:19][C:20]1[CH:25]=[CH:24][CH:23]=[CH:22][CH:21]=1)[CH2:3][NH:4][C:5]([C@H:7]1[CH2:16][CH2:15][C:14]2[C:9](=[CH:10][CH:11]=[C:12]([I:17])[CH:13]=2)[O:8]1)=O.B.CSC. Product: [I:17][C:12]1[CH:13]=[C:14]2[C:9](=[CH:10][CH:11]=1)[O:8][C@@H:7]([CH2:5][NH:4][CH2:3][C@H:2]([OH:1])[CH2:18][O:19][C:20]1[CH:25]=[CH:24][CH:23]=[CH:22][CH:21]=1)[CH2:16][CH2:15]2. The catalyst class is: 1. (3) Reactant: [Br:1][C:2]1[C:3]([O:11]C)=[CH:4][C:5]([Cl:10])=[C:6]([CH:9]=1)[CH:7]=[O:8].Cl.N1C=CC=CC=1.Cl. Product: [Br:1][C:2]1[C:3]([OH:11])=[CH:4][C:5]([Cl:10])=[C:6]([CH:9]=1)[CH:7]=[O:8]. The catalyst class is: 16. (4) Reactant: [F:1][C:2]1[CH:3]=[C:4]([CH:10]=[C:11]([N+:13]([O-])=O)[CH:12]=1)[C:5]([O:7][CH2:8][CH3:9])=[O:6].[Sn](Cl)Cl. Product: [NH2:13][C:11]1[CH:10]=[C:4]([CH:3]=[C:2]([F:1])[CH:12]=1)[C:5]([O:7][CH2:8][CH3:9])=[O:6]. The catalyst class is: 8. (5) Reactant: Cl[S:2]([C:5]1[C:13]2[C:8](=[CH:9][CH:10]=[C:11]([F:14])[CH:12]=2)[N:7]([S:15]([C:18]2[CH:23]=[CH:22][CH:21]=[CH:20][CH:19]=2)(=[O:17])=[O:16])[C:6]=1[C:24]([O:26][CH2:27][CH3:28])=[O:25])(=[O:4])=[O:3].C([N:31]([CH2:34]C)[CH2:32][CH3:33])C.C[CH2:37][O:38][C:39]([CH3:41])=O. Product: [F:14][C:11]1[CH:12]=[C:13]2[C:8](=[CH:9][CH:10]=1)[N:7]([S:15]([C:18]1[CH:23]=[CH:22][CH:21]=[CH:20][CH:19]=1)(=[O:17])=[O:16])[C:6]([C:24]([O:26][CH2:27][CH3:28])=[O:25])=[C:5]2[S:2]([N:31]([CH2:32][CH2:33][NH:7][S:15]([C:18]1[CH:23]=[CH:41][C:39]([O:38][CH3:37])=[CH:20][CH:19]=1)(=[O:17])=[O:16])[CH3:34])(=[O:4])=[O:3]. The catalyst class is: 4.